Dataset: Forward reaction prediction with 1.9M reactions from USPTO patents (1976-2016). Task: Predict the product of the given reaction. Given the reactants I[C:2]1[C:7]([O:8][CH3:9])=[C:6]([O:10][CH2:11][CH2:12][CH2:13][O:14][CH3:15])[CH:5]=[C:4]([I:16])[N:3]=1.C([Li])CCC.O.[Cl-].[NH4+], predict the reaction product. The product is: [I:16][C:4]1[CH:5]=[C:6]([O:10][CH2:11][CH2:12][CH2:13][O:14][CH3:15])[C:7]([O:8][CH3:9])=[CH:2][N:3]=1.